Dataset: Reaction yield outcomes from USPTO patents with 853,638 reactions. Task: Predict the reaction yield, written as a fraction of the theoretical maximum amount of product (1.0 means a 100% yield; for example, 0.34 means a 34% yield). The reactants are [Cl:1][C:2]1[C:3]([C:10]2[CH:17]=[CH:16][C:13]([CH:14]=O)=[CH:12][CH:11]=2)=[N:4][CH:5]=[C:6]([CH2:8][OH:9])[CH:7]=1.[O:18]1[CH2:23][CH2:22][N:21]([C:24]2[CH:25]=[C:26]([NH2:31])[C:27]([NH2:30])=[CH:28][CH:29]=2)[CH2:20][CH2:19]1. The catalyst is [N+](C1C=CC=CC=1)([O-])=O. The product is [Cl:1][C:2]1[CH:7]=[C:6]([CH2:8][OH:9])[CH:5]=[N:4][C:3]=1[C:10]1[CH:17]=[CH:16][C:13]([C:14]2[NH:31][C:26]3[CH:25]=[C:24]([N:21]4[CH2:22][CH2:23][O:18][CH2:19][CH2:20]4)[CH:29]=[CH:28][C:27]=3[N:30]=2)=[CH:12][CH:11]=1. The yield is 0.800.